This data is from Forward reaction prediction with 1.9M reactions from USPTO patents (1976-2016). The task is: Predict the product of the given reaction. Given the reactants [N:1]1[CH:6]=[CH:5][CH:4]=[C:3]([NH:7][C:8](=[O:15])OCC(Cl)(Cl)Cl)[N:2]=1.Cl.Cl.[F:18][C:19]1[CH:24]=[CH:23][C:22]([F:25])=[CH:21][C:20]=1[C:26]1[CH:31]=[CH:30][N:29]=[C:28]([N:32]2[CH2:37][CH2:36][NH:35][CH2:34][CH2:33]2)[N:27]=1, predict the reaction product. The product is: [F:18][C:19]1[CH:24]=[CH:23][C:22]([F:25])=[CH:21][C:20]=1[C:26]1[CH:31]=[CH:30][N:29]=[C:28]([N:32]2[CH2:37][CH2:36][N:35]([C:8]([NH:7][C:3]3[N:2]=[N:1][CH:6]=[CH:5][CH:4]=3)=[O:15])[CH2:34][CH2:33]2)[N:27]=1.